This data is from Reaction yield outcomes from USPTO patents with 853,638 reactions. The task is: Predict the reaction yield, written as a fraction of the theoretical maximum amount of product (1.0 means a 100% yield; for example, 0.34 means a 34% yield). (1) The reactants are [CH3:1][C:2]([CH3:17])([CH3:16])[C:3](=O)[CH2:4][CH:5]1O[N:8]=[C:7]([C:10]([O:12][CH2:13][CH3:14])=[O:11])[CH2:6]1.[H+].[B-](F)(F)(F)F. The catalyst is C(O)C.[Ni]. The product is [C:2]([C:3]1[N:8]=[C:7]([C:10]([O:12][CH2:13][CH3:14])=[O:11])[CH:6]=[CH:5][CH:4]=1)([CH3:17])([CH3:16])[CH3:1]. The yield is 0.260. (2) The reactants are [Cl:1][C:2]1[C:3]([O:12][C:13]2[CH:18]=[C:17]([O:19][CH2:20][CH2:21][CH2:22][O:23][CH2:24][CH2:25][O:26][CH3:27])[CH:16]=[CH:15][C:14]=2/[CH:28]=[CH:29]/[C:30]([O:32]CC)=[O:31])=[N:4][CH:5]=[C:6]([C:8]([F:11])([F:10])[F:9])[CH:7]=1.[OH-].[Na+].Cl. The catalyst is O1CCCC1.C(O)C. The product is [Cl:1][C:2]1[C:3]([O:12][C:13]2[CH:18]=[C:17]([O:19][CH2:20][CH2:21][CH2:22][O:23][CH2:24][CH2:25][O:26][CH3:27])[CH:16]=[CH:15][C:14]=2/[CH:28]=[CH:29]/[C:30]([OH:32])=[O:31])=[N:4][CH:5]=[C:6]([C:8]([F:9])([F:11])[F:10])[CH:7]=1. The yield is 0.930. (3) The reactants are Cl.[Cl:2][C:3]1[CH:23]=[CH:22][C:6]([CH2:7][C:8]2[N:9]=[C:10]([C:16]3[CH:21]=[CH:20][N:19]=[CH:18][CH:17]=3)[S:11][C:12]=2[C:13](=[NH:15])[NH2:14])=[CH:5][CH:4]=1.[O-]CC.[Na+].C([O:30][C:31]([CH:33]=[CH:34][O-])=O)C.[Na+]. The catalyst is C(O)C. The product is [Cl:2][C:3]1[CH:4]=[CH:5][C:6]([CH2:7][C:8]2[N:9]=[C:10]([C:16]3[CH:21]=[CH:20][N:19]=[CH:18][CH:17]=3)[S:11][C:12]=2[C:13]2[NH:14][C:31](=[O:30])[CH:33]=[CH:34][N:15]=2)=[CH:22][CH:23]=1. The yield is 0.120. (4) The reactants are [C:1]([NH:4][NH:5][C:6]([C:8]1[N:9]=[CH:10][N:11]2[C:16]3[CH:17]=[CH:18][CH:19]=[C:20]([CH2:21][CH2:22][N:23]4[CH2:28][CH2:27][N:26]([C:29]5[CH:38]=[CH:37][CH:36]=[C:35]6[C:30]=5[CH:31]=[CH:32][C:33]([CH3:39])=[N:34]6)[CH2:25][CH2:24]4)[C:15]=3[O:14][CH2:13][C:12]=12)=[O:7])(=O)[CH3:2].N1C=CC=CC=1.S(OS(C(F)(F)F)(=O)=O)(C(F)(F)F)(=O)=O.C([O-])(O)=O.[Na+].C(Cl)[Cl:67]. No catalyst specified. The product is [ClH:67].[ClH:67].[CH3:2][C:1]1[O:7][C:6]([C:8]2[N:9]=[CH:10][N:11]3[C:16]4[CH:17]=[CH:18][CH:19]=[C:20]([CH2:21][CH2:22][N:23]5[CH2:24][CH2:25][N:26]([C:29]6[CH:38]=[CH:37][CH:36]=[C:35]7[C:30]=6[CH:31]=[CH:32][C:33]([CH3:39])=[N:34]7)[CH2:27][CH2:28]5)[C:15]=4[O:14][CH2:13][C:12]=23)=[N:5][N:4]=1. The yield is 0.500. (5) The reactants are Cl.[Cl:2][C:3]1[CH:4]=[N+:5]([O-:43])[CH:6]=[C:7]([Cl:42])[C:8]=1[CH2:9][C@@H:10]([C:27]1[CH:32]=[CH:31][C:30]([O:33][CH:34]([F:36])[F:35])=[C:29]([O:37][CH2:38][CH:39]2[CH2:41][CH2:40]2)[CH:28]=1)[O:11][C:12](=[O:26])[CH2:13][NH:14][CH2:15][C:16]1[CH:21]=[CH:20][C:19]([O:22][CH3:23])=[C:18]([O:24][CH3:25])[CH:17]=1.[CH3:44][S:45](Cl)(=[O:47])=[O:46]. The catalyst is C(Cl)Cl.Cl. The product is [Cl:42][C:7]1[CH:6]=[N+:5]([O-:43])[CH:4]=[C:3]([Cl:2])[C:8]=1[CH2:9][C@@H:10]([C:27]1[CH:32]=[CH:31][C:30]([O:33][CH:34]([F:36])[F:35])=[C:29]([O:37][CH2:38][CH:39]2[CH2:40][CH2:41]2)[CH:28]=1)[O:11][C:12](=[O:26])[CH2:13][N:14]([CH2:15][C:16]1[CH:21]=[CH:20][C:19]([O:22][CH3:23])=[C:18]([O:24][CH3:25])[CH:17]=1)[S:45]([CH3:44])(=[O:47])=[O:46]. The yield is 0.445. (6) The yield is 0.710. The catalyst is CCO. The reactants are [OH-].[Na+].C([O:6][CH2:7][C:8]1[CH:13]=[C:12]([C:14]([O:16]C)=[O:15])[CH:11]=[CH:10][C:9]=1[C:18]1[CH:23]=[CH:22][CH:21]=[CH:20][C:19]=1[CH3:24])(=O)C. The product is [OH:6][CH2:7][C:8]1[CH:13]=[C:12]([C:14]([OH:16])=[O:15])[CH:11]=[CH:10][C:9]=1[C:18]1[CH:23]=[CH:22][CH:21]=[CH:20][C:19]=1[CH3:24]. (7) The reactants are F[C:2]1[C:10]([F:11])=[C:9]([F:12])[CH:8]=[CH:7][C:3]=1[C:4]([OH:6])=[O:5].[F:13][C:14]1[CH:20]=[C:19]([I:21])[CH:18]=[CH:17][C:15]=1[NH2:16].[NH2-].[Li+]. The catalyst is C(#N)C. The product is [F:13][C:14]1[CH:20]=[C:19]([I:21])[CH:18]=[CH:17][C:15]=1[NH:16][C:2]1[C:10]([F:11])=[C:9]([F:12])[CH:8]=[CH:7][C:3]=1[C:4]([OH:6])=[O:5]. The yield is 0.660.